Dataset: Forward reaction prediction with 1.9M reactions from USPTO patents (1976-2016). Task: Predict the product of the given reaction. (1) Given the reactants [Cl:1][C:2]1[CH:7]=[CH:6][C:5]([CH2:8][C:9]2[C:18]3[C:13](=[CH:14][CH:15]=[CH:16][CH:17]=3)[C:12](=[O:19])[N:11]([CH:20]3[CH2:26][CH2:25][CH2:24][N:23]([CH2:27][CH2:28][CH2:29][NH:30]C(=O)OC(C)(C)C)[CH2:22][CH2:21]3)[N:10]=2)=[CH:4][CH:3]=1.Cl, predict the reaction product. The product is: [ClH:1].[NH2:30][CH2:29][CH2:28][CH2:27][N:23]1[CH2:24][CH2:25][CH2:26][CH:20]([N:11]2[N:10]=[C:9]([CH2:8][C:5]3[CH:6]=[CH:7][C:2]([Cl:1])=[CH:3][CH:4]=3)[C:18]3[C:13](=[CH:14][CH:15]=[CH:16][CH:17]=3)[C:12]2=[O:19])[CH2:21][CH2:22]1. (2) Given the reactants [CH2:1]([NH:3][C:4]([NH:6][C:7]1[S:8][C:9]2[C:15]([C:16]3[CH:21]=[CH:20][CH:19]=[CH:18][N:17]=3)=[CH:14][C:13](OS(C(F)(F)F)(=O)=O)=[CH:12][C:10]=2[N:11]=1)=[O:5])[CH3:2].[B:30]1(B2OCC(C)(C)CO2)[O:35]CC(C)(C)C[O:31]1.C([O-])(=O)C.[K+].[NH4+].[Cl-], predict the reaction product. The product is: [CH2:1]([NH:3][C:4]([NH:6][C:7]1[S:8][C:9]2[C:15]([C:16]3[CH:21]=[CH:20][CH:19]=[CH:18][N:17]=3)=[CH:14][C:13]([B:30]([OH:35])[OH:31])=[CH:12][C:10]=2[N:11]=1)=[O:5])[CH3:2]. (3) Given the reactants [CH:1](=O)[C:2]1[C:3](=[CH:5][CH:6]=[CH:7][CH:8]=1)[OH:4].[NH2:10][C:11]1[CH:16]=[CH:15][CH:14]=[CH:13][CH:12]=1.C(O)C, predict the reaction product. The product is: [CH:1](=[N:10][C:11]1[CH:16]=[CH:15][CH:14]=[CH:13][CH:12]=1)[C:2]1[C:3](=[CH:5][CH:6]=[CH:7][CH:8]=1)[OH:4]. (4) Given the reactants [CH3:1][C:2]1([CH3:15])[C:10](=[O:11])[N:9]2[CH:4]([CH2:5][CH2:6][CH:7]([C:12]([OH:14])=O)[CH2:8]2)[CH2:3]1.[Cl:16][C:17]1[C:18]([CH2:23][NH2:24])=[N:19][CH:20]=[CH:21][N:22]=1.CN(C(ON1N=NC2C=CC=NC1=2)=[N+](C)C)C.F[P-](F)(F)(F)(F)F, predict the reaction product. The product is: [Cl:16][C:17]1[C:18]([CH2:23][NH:24][C:12]([CH:7]2[CH2:6][CH2:5][CH:4]3[N:9]([C:10](=[O:11])[C:2]([CH3:1])([CH3:15])[CH2:3]3)[CH2:8]2)=[O:14])=[N:19][CH:20]=[CH:21][N:22]=1. (5) Given the reactants C([O:4][C@@H:5]1[C@@H:9]([O:10][CH2:11][C:12]2[CH:17]=[CH:16][CH:15]=[CH:14][CH:13]=2)[C:8]([CH2:28][O:29]C(=O)C2C=CC=CC=2)([CH2:18][O:19]C(=O)C2C=CC=CC=2)[O:7][C@H:6]1[N:38]1[CH:46]=[C:44]([CH3:45])[C:42](=[O:43])[NH:41][C:39]1=[O:40])(=O)C.C[O-].[Na+].Cl, predict the reaction product. The product is: [CH2:11]([O:10][C@H:9]1[C:8]([CH2:18][OH:19])([CH2:28][OH:29])[O:7][C@@H:6]([N:38]2[CH:46]=[C:44]([CH3:45])[C:42](=[O:43])[NH:41][C:39]2=[O:40])[C@@H:5]1[OH:4])[C:12]1[CH:13]=[CH:14][CH:15]=[CH:16][CH:17]=1.